Dataset: Reaction yield outcomes from USPTO patents with 853,638 reactions. Task: Predict the reaction yield, written as a fraction of the theoretical maximum amount of product (1.0 means a 100% yield; for example, 0.34 means a 34% yield). (1) The reactants are [F:1][C:2]1[CH:3]=[C:4]([S:9](Cl)(=[O:11])=[O:10])[CH:5]=[CH:6][C:7]=1[F:8].Cl.CN.[CH2:16]([N:18](CC)CC)C.O. The catalyst is ClCCl. The product is [F:1][C:2]1[CH:3]=[C:4]([S:9]([NH:18][CH3:16])(=[O:11])=[O:10])[CH:5]=[CH:6][C:7]=1[F:8]. The yield is 0.300. (2) The reactants are [NH2:1][C:2]1[CH:7]=[C:6]([C:8]2[CH:13]=[CH:12][C:11]([Cl:14])=[C:10]([O:15][CH3:16])[C:9]=2[Cl:17])[N:5]=[C:4]([C:18]([O:20][CH3:21])=[O:19])[C:3]=1[Cl:22]. The catalyst is C(O)C1C=CC=CC=1.CC(C)[O-].[Ti+4].CC(C)[O-].CC(C)[O-].CC(C)[O-]. The product is [NH2:1][C:2]1[CH:7]=[C:6]([C:8]2[CH:13]=[CH:12][C:11]([Cl:14])=[C:10]([O:15][CH3:16])[C:9]=2[Cl:17])[N:5]=[C:4]([C:18]([O:20][CH2:21][C:8]2[CH:13]=[CH:12][CH:11]=[CH:10][CH:9]=2)=[O:19])[C:3]=1[Cl:22]. The yield is 0.610. (3) The reactants are C[Al](C)C.[CH:5]([NH2:8])([CH3:7])[CH3:6].C[O:10][C:11]([C:13]1[O:17][N:16]=[C:15]([O:18][CH2:19][C:20]2[C:21]([CH2:26][CH2:27][CH2:28][CH3:29])=[N:22][O:23][C:24]=2[CH3:25])[CH:14]=1)=O.[C@H](O)(C([O-])=O)[C@@H](O)C([O-])=O.[Na+].[K+]. The catalyst is O1CCOCC1. The product is [CH:5]([NH:8][C:11]([C:13]1[O:17][N:16]=[C:15]([O:18][CH2:19][C:20]2[C:21]([CH2:26][CH2:27][CH2:28][CH3:29])=[N:22][O:23][C:24]=2[CH3:25])[CH:14]=1)=[O:10])([CH3:7])[CH3:6]. The yield is 0.930. (4) The reactants are [C:1]1([CH2:7][C:8](Cl)=[O:9])[CH:6]=[CH:5][CH:4]=[CH:3][CH:2]=1.[S-:11][C:12]#[N:13].[K+].[NH2:15][C:16]1[CH:21]=[C:20]([O:22][C:23]2[CH:28]=[CH:27][C:26]([NH2:29])=[C:25]([O:30][CH3:31])[CH:24]=2)[CH:19]=[CH:18][N:17]=1. The catalyst is C(#N)C. The product is [NH2:15][C:16]1[CH:21]=[C:20]([O:22][C:23]2[CH:28]=[CH:27][C:26]([NH:29][C:12]([NH:13][C:8](=[O:9])[CH2:7][C:1]3[CH:6]=[CH:5][CH:4]=[CH:3][CH:2]=3)=[S:11])=[C:25]([O:30][CH3:31])[CH:24]=2)[CH:19]=[CH:18][N:17]=1. The yield is 0.390. (5) The reactants are [S:1]1[CH:5]=[CH:4][CH:3]=[C:2]1[CH2:6][NH2:7].[CH3:8][C:9]([CH3:14])([CH3:13])[C:10](Cl)=[O:11].C(O)C(N)(CO)CO. The catalyst is C(Cl)Cl. The product is [CH3:8][C:9]([CH3:14])([CH3:13])[C:10]([NH:7][CH2:6][C:2]1[S:1][CH:5]=[CH:4][CH:3]=1)=[O:11]. The yield is 0.700. (6) The reactants are [CH2:1]([N:8]1[CH2:13][CH2:12][CH:11]([C:14]([C:27]2[CH:32]=[CH:31][C:30]([CH:33]([CH3:35])[CH3:34])=[CH:29][CH:28]=2)([C:16]2[C:21]([CH3:22])=[CH:20][C:19]([CH3:23])=[C:18]([CH3:24])[C:17]=2[O:25]C)O)[CH2:10][CH2:9]1)[C:2]1[CH:7]=[CH:6][CH:5]=[CH:4][CH:3]=1.Br.[OH-].[Na+]. The catalyst is C(O)(=O)C. The product is [CH2:1]([N:8]1[CH2:13][CH2:12][C:11]2([CH:14]([C:27]3[CH:28]=[CH:29][C:30]([CH:33]([CH3:35])[CH3:34])=[CH:31][CH:32]=3)[C:16]3[C:21]([CH3:22])=[CH:20][C:19]([CH3:23])=[C:18]([CH3:24])[C:17]=3[O:25]2)[CH2:10][CH2:9]1)[C:2]1[CH:3]=[CH:4][CH:5]=[CH:6][CH:7]=1. The yield is 0.760.